Dataset: Reaction yield outcomes from USPTO patents with 853,638 reactions. Task: Predict the reaction yield, written as a fraction of the theoretical maximum amount of product (1.0 means a 100% yield; for example, 0.34 means a 34% yield). (1) The reactants are N1C=CC=[CH:3][C:2]=1[S:7][S:8][C:9]1[CH:14]=[CH:13][CH:12]=[CH:11][N:10]=1.Cl.[NH2:16]CCS. The catalyst is CO.C(O)(=O)C. The product is [N:10]1[CH:11]=[CH:12][CH:13]=[CH:14][C:9]=1[S:8][S:7][CH2:2][CH2:3][NH2:16]. The yield is 0.740. (2) The reactants are ClC(Cl)(O[C:5](=[O:11])OC(Cl)(Cl)Cl)Cl.[CH2:13]([C:16]1([CH2:34][CH:35]=[CH2:36])[C:32](=[O:33])[N:19]2[CH2:20][CH2:21][NH:22][C@@H:23]([C:24]3[CH:29]=[CH:28][C:27]([CH3:30])=[CH:26][C:25]=3[CH3:31])[C@@H:18]2[CH2:17]1)[CH:14]=[CH2:15].[CH:37]([C:40]1[CH:41]=[C:42]([C@H:50]([NH:52][CH3:53])[CH3:51])[CH:43]=[C:44]([C:46]([F:49])([F:48])[F:47])[CH:45]=1)([CH3:39])[CH3:38]. The catalyst is CCOC(C)=O.CN(C1C=CN=CC=1)C. The product is [CH2:34]([C:16]1([CH2:13][CH:14]=[CH2:15])[C:32](=[O:33])[N:19]2[CH2:20][CH2:21][N:22]([C:5]([N:52]([C@@H:50]([C:42]3[CH:43]=[C:44]([C:46]([F:47])([F:48])[F:49])[CH:45]=[C:40]([CH:37]([CH3:39])[CH3:38])[CH:41]=3)[CH3:51])[CH3:53])=[O:11])[C@@H:23]([C:24]3[CH:29]=[CH:28][C:27]([CH3:30])=[CH:26][C:25]=3[CH3:31])[C@@H:18]2[CH2:17]1)[CH:35]=[CH2:36]. The yield is 0.470. (3) The reactants are [Br:1][C:2]1[CH:7]=[CH:6][C:5]([CH2:8][C:9](=O)[CH3:10])=[CH:4][CH:3]=1.N.CO.[BH4-].[Na+].[NH4+].[OH-].C([N:21](CC)CC)C.[C:26](O[C:26]([O:28][C:29]([CH3:32])([CH3:31])[CH3:30])=[O:27])([O:28][C:29]([CH3:32])([CH3:31])[CH3:30])=[O:27]. The catalyst is C(O)C.C(Cl)Cl.[Ti]. The product is [Br:1][C:2]1[CH:7]=[CH:6][C:5]([CH2:8][CH:9]([NH:21][C:26](=[O:27])[O:28][C:29]([CH3:32])([CH3:31])[CH3:30])[CH3:10])=[CH:4][CH:3]=1. The yield is 0.570. (4) The reactants are [CH3:1][C:2]1[C:6]([CH2:7][N:8]2[CH:12]=[C:11]([N:13]3[C:17](=[O:18])[CH2:16][NH:15][C:14]3=[O:19])[CH:10]=[N:9]2)=[C:5]([CH3:20])[O:4][N:3]=1.Br[CH2:22][C:23]1[CH:28]=[CH:27][CH:26]=[C:25]([CH3:29])[CH:24]=1. No catalyst specified. The product is [CH3:1][C:2]1[C:6]([CH2:7][N:8]2[CH:12]=[C:11]([N:13]3[C:17](=[O:18])[CH2:16][N:15]([CH2:22][C:23]4[CH:28]=[CH:27][CH:26]=[C:25]([CH3:29])[CH:24]=4)[C:14]3=[O:19])[CH:10]=[N:9]2)=[C:5]([CH3:20])[O:4][N:3]=1. The yield is 0.250. (5) The reactants are [F:1][C:2]1[CH:7]=[CH:6][CH:5]=[C:4]([F:8])[C:3]=1[N:9]1[C:14]2[N:15]=[C:16](S(C)=O)[N:17]=[C:18]([C:19]3[CH:20]=[C:21]([CH:28]=[CH:29][C:30]=3[CH3:31])[C:22]([NH:24][CH:25]([CH3:27])[CH3:26])=[O:23])[C:13]=2[CH2:12][NH:11][C:10]1=[O:35].[NH:36]1[CH2:42][CH2:41][CH2:40][CH2:39][CH2:38][CH2:37]1. The catalyst is C(Cl)Cl. The product is [F:1][C:2]1[CH:7]=[CH:6][CH:5]=[C:4]([F:8])[C:3]=1[N:9]1[C:14]2[N:15]=[C:16]([N:36]3[CH2:42][CH2:41][CH2:40][CH2:39][CH2:38][CH2:37]3)[N:17]=[C:18]([C:19]3[CH:20]=[C:21]([CH:28]=[CH:29][C:30]=3[CH3:31])[C:22]([NH:24][CH:25]([CH3:27])[CH3:26])=[O:23])[C:13]=2[CH2:12][NH:11][C:10]1=[O:35]. The yield is 0.730. (6) The reactants are [CH3:1][C:2]1[CH:3]=[N:4][CH:5]=[C:6]([CH:16]=1)[C:7]([NH:9][CH:10]1[CH2:15][CH2:14][NH:13][CH2:12][CH2:11]1)=[O:8].[NH2:17][C:18]1[C:19]([I:29])=[C:20]([O:26][CH2:27][CH3:28])[CH:21]=[C:22]([CH:25]=1)[CH:23]=O. No catalyst specified. The product is [NH2:17][C:18]1[C:19]([I:29])=[C:20]([O:26][CH2:27][CH3:28])[CH:21]=[C:22]([CH:25]=1)[CH2:23][N:13]1[CH2:12][CH2:11][CH:10]([NH:9][C:7](=[O:8])[C:6]2[CH:16]=[C:2]([CH3:1])[CH:3]=[N:4][CH:5]=2)[CH2:15][CH2:14]1. The yield is 0.0800. (7) The reactants are [CH3:1][CH:2]([CH3:7])[CH2:3][C:4](O)=[O:5].[NH2:8][C@@H:9]1[C@H:13]2[O:14][CH2:15][C@H:16]([NH:17][C:18](=[O:32])[C:19]3[CH:24]=[CH:23][CH:22]=[C:21]([O:25][C:26]4[CH:31]=[CH:30][CH:29]=[CH:28][CH:27]=4)[CH:20]=3)[C@H:12]2[O:11][CH2:10]1. No catalyst specified. The product is [CH3:1][CH:2]([CH3:7])[CH2:3][C:4]([NH:8][C@@H:9]1[C@H:13]2[O:14][CH2:15][C@H:16]([NH:17][C:18](=[O:32])[C:19]3[CH:24]=[CH:23][CH:22]=[C:21]([O:25][C:26]4[CH:27]=[CH:28][CH:29]=[CH:30][CH:31]=4)[CH:20]=3)[C@H:12]2[O:11][CH2:10]1)=[O:5]. The yield is 0.414.